From a dataset of Reaction yield outcomes from USPTO patents with 853,638 reactions. Predict the reaction yield, written as a fraction of the theoretical maximum amount of product (1.0 means a 100% yield; for example, 0.34 means a 34% yield). The reactants are [CH2:1]([O:3][C:4]([C:6]1[NH:7][CH:8]=[CH:9][CH:10]=1)=[O:5])[CH3:2].[Cl-].[Al+3].[Cl-].[Cl-].[F:15][C:16]1[CH:21]=[CH:20][C:19]([CH2:22][C:23](Cl)=[O:24])=[CH:18][CH:17]=1. The catalyst is ClC(Cl)C. The product is [CH2:1]([O:3][C:4]([C:6]1[NH:7][CH:8]=[C:9]([C:23](=[O:24])[CH2:22][C:19]2[CH:20]=[CH:21][C:16]([F:15])=[CH:17][CH:18]=2)[CH:10]=1)=[O:5])[CH3:2]. The yield is 0.536.